Predict the reactants needed to synthesize the given product. From a dataset of Full USPTO retrosynthesis dataset with 1.9M reactions from patents (1976-2016). (1) Given the product [ClH:48].[CH3:33][O:32][C:27]1[CH:26]=[C:25]([O:34][CH3:35])[CH:24]=[C:23]2[C:28]=1[C:29](=[O:31])[NH:30][C:21]([C:8]1[CH:7]=[CH:6][C:5]([O:4][CH2:3][CH2:2][N:36]3[CH2:41][CH2:40][O:39][CH2:38][CH2:37]3)=[C:10]([C:11]3[CH:16]=[CH:15][C:14]([S:17]([CH3:20])(=[O:19])=[O:18])=[CH:13][CH:12]=3)[N:9]=1)=[N:22]2, predict the reactants needed to synthesize it. The reactants are: Br[CH2:2][CH2:3][O:4][C:5]1[CH:6]=[CH:7][C:8]([C:21]2[NH:30][C:29](=[O:31])[C:28]3[C:23](=[CH:24][C:25]([O:34][CH3:35])=[CH:26][C:27]=3[O:32][CH3:33])[N:22]=2)=[N:9][C:10]=1[C:11]1[CH:16]=[CH:15][C:14]([S:17]([CH3:20])(=[O:19])=[O:18])=[CH:13][CH:12]=1.[NH:36]1[CH2:41][CH2:40][O:39][CH2:38][CH2:37]1.C([O-])([O-])=O.[Na+].[Na+].[ClH:48]. (2) Given the product [CH3:1][C:2]([CH2:9][CH2:10][CH2:11][CH:12]([CH3:24])[CH2:13][CH2:14][CH2:15][CH:16]([CH3:23])[CH2:17][CH2:18][CH2:19][CH:20]([CH3:22])[CH3:21])=[CH:3][CH2:4][C:5]([O:7][CH2:8][CH:26]([CH2:27][OH:28])[OH:25])=[O:6], predict the reactants needed to synthesize it. The reactants are: [CH3:1][C:2]([CH2:9][CH2:10][CH2:11][CH:12]([CH3:24])[CH2:13][CH2:14][CH2:15][CH:16]([CH3:23])[CH2:17][CH2:18][CH2:19][CH:20]([CH3:22])[CH3:21])=[CH:3][CH2:4][C:5]([O:7][CH3:8])=[O:6].[OH:25][CH2:26][CH:27](CO)[OH:28].C(=O)([O-])[O-].[K+].[K+].Cl.